From a dataset of Full USPTO retrosynthesis dataset with 1.9M reactions from patents (1976-2016). Predict the reactants needed to synthesize the given product. (1) Given the product [CH2:17]([O:24][CH:25]1[CH2:30][CH2:29][N:28]([CH2:2][C:3]([NH:5][C:6]2[CH:16]=[CH:15][C:9]3[NH:10][C:11](=[O:14])[CH2:12][O:13][C:8]=3[CH:7]=2)=[O:4])[CH2:27][CH2:26]1)[C:18]1[CH:19]=[CH:20][CH:21]=[CH:22][CH:23]=1, predict the reactants needed to synthesize it. The reactants are: Cl[CH2:2][C:3]([NH:5][C:6]1[CH:16]=[CH:15][C:9]2[NH:10][C:11](=[O:14])[CH2:12][O:13][C:8]=2[CH:7]=1)=[O:4].[CH2:17]([O:24][CH:25]1[CH2:30][CH2:29][NH:28][CH2:27][CH2:26]1)[C:18]1[CH:23]=[CH:22][CH:21]=[CH:20][CH:19]=1. (2) Given the product [ClH:43].[C:25]([C@@:22]1([CH:27]2[CH2:28][CH2:29]2)[CH2:23][CH2:24][N:20]([C:18]2[CH:17]=[CH:16][N:15]=[C:14]([NH:13][C:11]3[CH:10]=[N:9][N:8]([C:5]([CH3:7])([CH3:6])[CH2:4][NH:3][C:41](=[O:42])[CH2:40][O:39][CH3:38])[CH:12]=3)[N:19]=2)[C:21]1=[O:30])#[N:26], predict the reactants needed to synthesize it. The reactants are: Cl.Cl.[NH2:3][CH2:4][C:5]([N:8]1[CH:12]=[C:11]([NH:13][C:14]2[N:19]=[C:18]([N:20]3[CH2:24][CH2:23][C@:22]([CH:27]4[CH2:29][CH2:28]4)([C:25]#[N:26])[C:21]3=[O:30])[CH:17]=[CH:16][N:15]=2)[CH:10]=[N:9]1)([CH3:7])[CH3:6].C(N(CC)CC)C.[CH3:38][O:39][CH2:40][C:41]([Cl:43])=[O:42].O. (3) Given the product [CH2:1]([N:8]1[CH2:9][CH:10]2[CH2:11][CH:12]1[CH2:13][C:14](=[O:16])[CH2:15]2)[C:2]1[CH:7]=[CH:6][CH:5]=[CH:4][CH:3]=1, predict the reactants needed to synthesize it. The reactants are: [CH2:1]([NH:8][CH2:9][CH:10]1[CH2:15][CH:14]([OH:16])[CH:13]=[CH:12][CH2:11]1)[C:2]1[CH:7]=[CH:6][CH:5]=[CH:4][CH:3]=1. (4) Given the product [CH3:1][C:2]1[CH:3]=[C:4]([CH3:12])[C:5]2[C:6]([C:10]=1[NH:11][CH:15]([CH3:16])[C:14](=[O:13])[CH3:18])=[N:7][S:8][N:9]=2, predict the reactants needed to synthesize it. The reactants are: [CH3:1][C:2]1[CH:3]=[C:4]([CH3:12])[C:5]2[C:6]([C:10]=1[NH2:11])=[N:7][S:8][N:9]=2.[OH:13][CH:14]([CH3:18])[C:15](=O)[CH3:16].Cl. (5) The reactants are: [NH2:1][C:2]1[CH:7]=[CH:6][C:5]([C:8]([F:11])([F:10])[F:9])=[CH:4][N:3]=1.[Br:12][CH2:13][CH2:14][O:15][C:16](=[O:18])[CH3:17]. Given the product [BrH:12].[C:16]([O:15][CH2:14][CH2:13][N:3]1[CH:4]=[C:5]([C:8]([F:9])([F:11])[F:10])[CH:6]=[CH:7][C:2]1=[NH:1])(=[O:18])[CH3:17], predict the reactants needed to synthesize it. (6) Given the product [C:7]([C:11]1[N:15]2[CH2:16][CH2:17][CH:18]([C:20]3[O:22][N:32]=[C:30]([C:29]4[CH:34]=[CH:35][C:26]([F:25])=[CH:27][CH:28]=4)[N:31]=3)[CH2:19][C:14]2=[N:13][N:12]=1)([CH3:8])([CH3:9])[CH3:10], predict the reactants needed to synthesize it. The reactants are: CC(C)([O-])C.[K+].[C:7]([C:11]1[N:15]2[CH2:16][CH2:17][CH:18]([C:20]([O:22]CC)=O)[CH2:19][C:14]2=[N:13][N:12]=1)([CH3:10])([CH3:9])[CH3:8].[F:25][C:26]1[CH:35]=[CH:34][C:29]([C:30](=[N:32]O)[NH2:31])=[CH:28][CH:27]=1.C(=O)(O)[O-].[Na+].